Task: Predict the product of the given reaction.. Dataset: Forward reaction prediction with 1.9M reactions from USPTO patents (1976-2016) Given the reactants [Br:1][C:2]1[CH:3]=[C:4]2[C:9](=[CH:10][CH:11]=1)[CH:8]=[C:7]([C:12](O)=[O:13])[CH:6]=[CH:5]2.CSC.B.CO, predict the reaction product. The product is: [Br:1][C:2]1[CH:3]=[C:4]2[C:9](=[CH:10][CH:11]=1)[CH:8]=[C:7]([CH2:12][OH:13])[CH:6]=[CH:5]2.